From a dataset of Reaction yield outcomes from USPTO patents with 853,638 reactions. Predict the reaction yield, written as a fraction of the theoretical maximum amount of product (1.0 means a 100% yield; for example, 0.34 means a 34% yield). (1) The reactants are [F:1][C:2]1[C:3](=[NH:21])[N:4]([CH3:20])[C:5](=[O:19])[N:6]([S:8]([C:11]2[CH:16]=[CH:15][C:14]([O:17][CH3:18])=[CH:13][CH:12]=2)(=[O:10])=[O:9])[CH:7]=1.C(=O)([O-])[O-].[K+].[K+].[F:28][C:29]1[CH:36]=[CH:35][CH:34]=[CH:33][C:30]=1[CH2:31]Br. No catalyst specified. The product is [F:1][C:2]1[C:3](=[N:21][CH2:31][C:30]2[CH:33]=[CH:34][CH:35]=[CH:36][C:29]=2[F:28])[N:4]([CH3:20])[C:5](=[O:19])[N:6]([S:8]([C:11]2[CH:12]=[CH:13][C:14]([O:17][CH3:18])=[CH:15][CH:16]=2)(=[O:10])=[O:9])[CH:7]=1. The yield is 0.220. (2) The reactants are [F:1][C:2]1[C:12]([NH:13][CH2:14][C:15]2[CH:20]=[C:19]([C:21]3[CH:26]=[CH:25][CH:24]=[C:23]([F:27])[CH:22]=3)[CH:18]=[CH:17][C:16]=2[F:28])=[C:11]([F:29])[CH:10]=[CH:9][C:3]=1[O:4][CH2:5][C:6]([OH:8])=[O:7].[O:30]1[CH2:35][CH2:34][N:33]([CH2:36][CH2:37]O)[CH2:32][CH2:31]1.CN(C(ON1N=NC2C=CC=NC1=2)=[N+](C)C)C.F[P-](F)(F)(F)(F)F.O. The catalyst is C(Cl)Cl.CN(C=O)C. The product is [F:1][C:2]1[C:12]([NH:13][CH2:14][C:15]2[CH:20]=[C:19]([C:21]3[CH:26]=[CH:25][CH:24]=[C:23]([F:27])[CH:22]=3)[CH:18]=[CH:17][C:16]=2[F:28])=[C:11]([F:29])[CH:10]=[CH:9][C:3]=1[O:4][CH2:5][C:6]([O:8][CH2:37][CH2:36][N:33]1[CH2:34][CH2:35][O:30][CH2:31][CH2:32]1)=[O:7]. The yield is 0.700. (3) The reactants are [CH2:1]([N:5]1[CH:10]=[CH:9][C:8](O)=[C:7]([C:12]#[N:13])[C:6]1=[O:14])[CH2:2][CH2:3][CH3:4].O(Br)[Br:16].[P+3]. The catalyst is CN(C=O)C. The product is [Br:16][C:8]1[CH:9]=[CH:10][N:5]([CH2:1][CH2:2][CH2:3][CH3:4])[C:6](=[O:14])[C:7]=1[C:12]#[N:13]. The yield is 0.720. (4) The reactants are [Cl-].O[NH3+:3].[C:4](=[O:7])([O-])[OH:5].[Na+].CS(C)=O.[OH:13][C:14]1[CH:19]=[CH:18][C:17]([N:20]2[C:25](=[O:26])[C:24]([CH2:27][C:28]3[CH:33]=[CH:32][C:31]([C:34]4[C:35]([C:40]#[N:41])=[CH:36][CH:37]=[CH:38][CH:39]=4)=[CH:30][CH:29]=3)=[C:23]([CH2:42][CH2:43][CH3:44])[N:22]=[C:21]2[CH3:45])=[CH:16][CH:15]=1. The catalyst is O.C(OCC)(=O)C. The product is [OH:13][C:14]1[CH:15]=[CH:16][C:17]([N:20]2[C:25](=[O:26])[C:24]([CH2:27][C:28]3[CH:33]=[CH:32][C:31]([C:34]4[CH:39]=[CH:38][CH:37]=[CH:36][C:35]=4[C:40]4[NH:3][C:4](=[O:7])[O:5][N:41]=4)=[CH:30][CH:29]=3)=[C:23]([CH2:42][CH2:43][CH3:44])[N:22]=[C:21]2[CH3:45])=[CH:18][CH:19]=1. The yield is 0.490. (5) The catalyst is C1CCCCC1. The yield is 0.890. The product is [O:11]=[C:1]1[C:2]2[C:3](=[CH:7][CH:8]=[CH:9][CH:10]=2)[C:4](=[O:6])[N:12]1[CH:13]([CH3:19])[C:14]([O:16][CH2:17][CH3:18])=[O:15]. The reactants are [C:1]1(=[O:11])[O:6][C:4](=O)[C:3]2=[CH:7][CH:8]=[CH:9][CH:10]=[C:2]12.[NH2:12][CH:13]([CH3:19])[C:14]([O:16][CH2:17][CH3:18])=[O:15]. (6) The reactants are [CH2:1]([O:3][CH2:4][CH:5](O)[CH3:6])[CH3:2].C1(P(C2C=CC=CC=2)C2C=CC=CC=2)C=CC=CC=1.[C:27]([NH:34][C:35]([O:37][C:38]([CH3:41])([CH3:40])[CH3:39])=[O:36])([O:29][C:30]([CH3:33])([CH3:32])[CH3:31])=[O:28].CC(OC(/N=N/C(OC(C)C)=O)=O)C. The catalyst is C1COCC1. The product is [CH2:1]([O:3][CH2:4][CH:5]([N:34]([C:27]([O:29][C:30]([CH3:33])([CH3:32])[CH3:31])=[O:28])[C:35]([O:37][C:38]([CH3:39])([CH3:40])[CH3:41])=[O:36])[CH3:6])[CH3:2]. The yield is 0.450.